Dataset: Reaction yield outcomes from USPTO patents with 853,638 reactions. Task: Predict the reaction yield, written as a fraction of the theoretical maximum amount of product (1.0 means a 100% yield; for example, 0.34 means a 34% yield). The reactants are [C:1](=[O:18])(SCC)[O:2][O:3][CH:4]([O:8][C:9](=[O:14])[C:10]([CH3:13])([CH3:12])[CH3:11])[CH:5]([CH3:7])[CH3:6].S(Cl)([Cl:22])(=O)=O. The catalyst is C(Cl)Cl. The product is [Cl:22][C:1]([O:2][O:3][CH:4]([O:8][C:9](=[O:14])[C:10]([CH3:13])([CH3:12])[CH3:11])[CH:5]([CH3:7])[CH3:6])=[O:18]. The yield is 1.00.